From a dataset of Peptide-MHC class I binding affinity with 185,985 pairs from IEDB/IMGT. Regression. Given a peptide amino acid sequence and an MHC pseudo amino acid sequence, predict their binding affinity value. This is MHC class I binding data. (1) The peptide sequence is AVFDRKSDAK. The MHC is HLA-A30:01 with pseudo-sequence HLA-A30:01. The binding affinity (normalized) is 0.213. (2) The peptide sequence is GHFPLQHAL. The MHC is HLA-B18:01 with pseudo-sequence HLA-B18:01. The binding affinity (normalized) is 0.0847.